From a dataset of Reaction yield outcomes from USPTO patents with 853,638 reactions. Predict the reaction yield, written as a fraction of the theoretical maximum amount of product (1.0 means a 100% yield; for example, 0.34 means a 34% yield). (1) The reactants are [CH3:1][O:2][C:3]1[CH:11]=[CH:10][C:6]([C:7]([OH:9])=O)=[C:5]([CH3:12])[CH:4]=1.[CH2:13]([NH:15][CH2:16][CH3:17])[CH3:14]. The catalyst is S(Cl)(Cl)=O.O. The product is [CH2:13]([N:15]([CH2:16][CH3:17])[C:7](=[O:9])[C:6]1[CH:10]=[CH:11][C:3]([O:2][CH3:1])=[CH:4][C:5]=1[CH3:12])[CH3:14]. The yield is 0.547. (2) The reactants are [NH2:1][C:2]([C:27]1[CH:28]=[N:29][C:30]([Cl:33])=[CH:31][CH:32]=1)([C:21]1[N:22]([CH3:26])[CH:23]=[N:24][CH:25]=1)[C:3]1[CH:4]=[C:5]2[C:10](=[CH:11][CH:12]=1)[NH:9][C:8](=[O:13])[CH:7]=[C:6]2[C:14]1[CH:19]=[CH:18][CH:17]=[C:16]([Cl:20])[CH:15]=1.[CH:34](=O)[C:35]1[CH:40]=[CH:39][C:38]([O:41][CH3:42])=[CH:37][CH:36]=1.[OH-].N.C(OCC)(=O)C. The catalyst is C(O)(=O)C. The product is [Cl:20][C:16]1[CH:15]=[C:14]([C:6]2[C:5]3[C:10](=[CH:11][CH:12]=[C:3]([C:2]([C:27]4[CH:28]=[N:29][C:30]([Cl:33])=[CH:31][CH:32]=4)([N:1]=[CH:34][C:35]4[CH:40]=[CH:39][C:38]([O:41][CH3:42])=[CH:37][CH:36]=4)[C:21]4[N:22]([CH3:26])[CH:23]=[N:24][CH:25]=4)[CH:4]=3)[NH:9][C:8](=[O:13])[CH:7]=2)[CH:19]=[CH:18][CH:17]=1. The yield is 0.780.